This data is from Full USPTO retrosynthesis dataset with 1.9M reactions from patents (1976-2016). The task is: Predict the reactants needed to synthesize the given product. (1) Given the product [NH2:1][C:2]1[C:11]2[N:10]=[CH:9][C:8]([CH2:12][CH2:13][C:14]3[CH:15]=[CH:16][C:17]([O:20][CH2:27][C:28]([N:30]([CH3:32])[CH3:31])=[O:29])=[CH:18][CH:19]=3)=[CH:7][C:6]=2[C:5]2[CH:21]=[CH:22][C:23]([CH3:25])=[CH:24][C:4]=2[N:3]=1, predict the reactants needed to synthesize it. The reactants are: [NH2:1][C:2]1[C:11]2[N:10]=[CH:9][C:8]([CH2:12][CH2:13][C:14]3[CH:19]=[CH:18][C:17]([OH:20])=[CH:16][CH:15]=3)=[CH:7][C:6]=2[C:5]2[CH:21]=[CH:22][C:23]([CH3:25])=[CH:24][C:4]=2[N:3]=1.Br[CH2:27][C:28]([N:30]([CH3:32])[CH3:31])=[O:29]. (2) Given the product [C:30]1([S:36]([OH:39])(=[O:38])=[O:37])[CH:35]=[CH:34][CH:33]=[CH:32][CH:31]=1.[CH2:1]([CH:3]([C:6]1[C:7]2[N:8]([C:13]([C:17]3[S:18][C:19]([C:23]4[CH:28]=[CH:27][CH:26]=[C:25]([CH3:29])[N:24]=4)=[CH:20][C:21]=3[CH3:22])=[C:14]([CH3:16])[N:15]=2)[N:9]=[C:10]([CH3:12])[CH:11]=1)[CH2:4][CH3:5])[CH3:2], predict the reactants needed to synthesize it. The reactants are: [CH2:1]([CH:3]([C:6]1[C:7]2[N:8]([C:13]([C:17]3[S:18][C:19]([C:23]4[CH:28]=[CH:27][CH:26]=[C:25]([CH3:29])[N:24]=4)=[CH:20][C:21]=3[CH3:22])=[C:14]([CH3:16])[N:15]=2)[N:9]=[C:10]([CH3:12])[CH:11]=1)[CH2:4][CH3:5])[CH3:2].[C:30]1([S:36]([OH:39])(=[O:38])=[O:37])[CH:35]=[CH:34][CH:33]=[CH:32][CH:31]=1. (3) Given the product [Si:18]([O:8][CH:6]1[CH2:5][CH:4]([C:9]([O:11][CH2:12][CH3:13])=[O:10])[CH:3]([CH2:1][CH3:2])[CH2:7]1)([C:15]([CH3:17])([CH3:16])[CH3:14])([CH3:20])[CH3:19], predict the reactants needed to synthesize it. The reactants are: [CH2:1]([CH:3]1[CH2:7][CH:6]([OH:8])[CH2:5][CH:4]1[C:9]([O:11][CH2:12][CH3:13])=[O:10])[CH3:2].[CH3:14][C:15]([Si:18](Cl)([CH3:20])[CH3:19])([CH3:17])[CH3:16].N1C=CN=C1.CCCCCCC.